Task: Predict the reaction yield, written as a fraction of the theoretical maximum amount of product (1.0 means a 100% yield; for example, 0.34 means a 34% yield).. Dataset: Reaction yield outcomes from USPTO patents with 853,638 reactions The reactants are [F:1][C:2]1[CH:7]=[CH:6][CH:5]=[C:4]([F:8])[C:3]=1[C:9]#[C:10][C:11]1[CH:17]=[CH:16][C:14]([NH2:15])=[CH:13][CH:12]=1.[C:18](=O)([O-])[O-].[K+].[K+].IC. The product is [F:1][C:2]1[CH:7]=[CH:6][CH:5]=[C:4]([F:8])[C:3]=1[C:9]#[C:10][C:11]1[CH:12]=[CH:13][C:14]([NH:15][CH3:18])=[CH:16][CH:17]=1. The yield is 0.320. The catalyst is CC(C)=O.O.